This data is from Reaction yield outcomes from USPTO patents with 853,638 reactions. The task is: Predict the reaction yield, written as a fraction of the theoretical maximum amount of product (1.0 means a 100% yield; for example, 0.34 means a 34% yield). (1) The reactants are [F:1][C:2]1[CH:7]=[CH:6][C:5]([C:8]2[CH2:9][CH2:10][N:11]([S:14]([N:17]3[CH:21]=[CH:20][N:19]=[C:18]3[CH3:22])(=[O:16])=[O:15])[CH2:12][CH:13]=2)=[CH:4][CH:3]=1.[CH2:23](N(CC)CC)C.[F:30][C:31]([F:38])([F:37])[S:32]([O:35]C)(=[O:34])=[O:33]. The catalyst is C(Cl)Cl. The product is [F:30][C:31]([F:38])([F:37])[S:32]([O-:35])(=[O:34])=[O:33].[F:1][C:2]1[CH:7]=[CH:6][C:5]([C:8]2[CH2:13][CH2:12][N:11]([S:14]([N:17]3[CH:21]=[CH:20][N+:19]([CH3:23])=[C:18]3[CH3:22])(=[O:15])=[O:16])[CH2:10][CH:9]=2)=[CH:4][CH:3]=1. The yield is 0.420. (2) The reactants are [N+:1]([C:4]1[CH:9]=[CH:8][C:7]([CH2:10][O:11][C:12]2[CH:17]=[CH:16][C:15]([CH2:18][CH2:19][C:20]([O:22][CH3:23])=[O:21])=[CH:14][CH:13]=2)=[CH:6][CH:5]=1)([O-])=O.[Bi](Cl)(Cl)Cl.[BH4-].[Na+]. The catalyst is CO. The product is [NH2:1][C:4]1[CH:5]=[CH:6][C:7]([CH2:10][O:11][C:12]2[CH:17]=[CH:16][C:15]([CH2:18][CH2:19][C:20]([O:22][CH3:23])=[O:21])=[CH:14][CH:13]=2)=[CH:8][CH:9]=1. The yield is 0.250. (3) The reactants are Br[C:2]1[CH:3]=[CH:4][C:5]([OH:12])=[C:6]([CH:11]=1)[C:7]([O:9][CH3:10])=[O:8].[C:13]([Cu])#[N:14].Cl. The catalyst is CN(C=O)C. The product is [C:13]([C:2]1[CH:3]=[CH:4][C:5]([OH:12])=[C:6]([CH:11]=1)[C:7]([O:9][CH3:10])=[O:8])#[N:14]. The yield is 0.610. (4) The reactants are [OH:1][C:2]1[CH:10]=[CH:9][C:8]([C:11]2[N:12]([C:27]([O:29][C:30]([CH3:33])([CH3:32])[CH3:31])=[O:28])[C:13]3[C:18]([CH:19]=2)=[CH:17][C:16]([CH2:20][N:21]2[CH2:26][CH2:25][CH2:24][CH2:23][CH2:22]2)=[CH:15][CH:14]=3)=[C:7]2[C:3]=1[CH2:4][NH:5][C:6]2=[O:34].C(N(CC)CC)C.[F:42][C:43]1[CH:44]=[C:45]([S:50](Cl)(=[O:52])=[O:51])[CH:46]=[CH:47][C:48]=1[CH3:49]. The catalyst is C(#N)C. The product is [F:42][C:43]1[CH:44]=[C:45]([S:50]([O:1][C:2]2[CH:10]=[CH:9][C:8]([C:11]3[N:12]([C:27]([O:29][C:30]([CH3:31])([CH3:33])[CH3:32])=[O:28])[C:13]4[C:18]([CH:19]=3)=[CH:17][C:16]([CH2:20][N:21]3[CH2:26][CH2:25][CH2:24][CH2:23][CH2:22]3)=[CH:15][CH:14]=4)=[C:7]3[C:3]=2[CH2:4][NH:5][C:6]3=[O:34])(=[O:52])=[O:51])[CH:46]=[CH:47][C:48]=1[CH3:49]. The yield is 0.460.